From a dataset of Catalyst prediction with 721,799 reactions and 888 catalyst types from USPTO. Predict which catalyst facilitates the given reaction. (1) Reactant: [NH:1]1[CH:5]=[CH:4][C:3]([C:6]([O:8][CH3:9])=[O:7])=[N:2]1.FC(F)(F)S(O[CH2:16][CH:17]([F:19])[F:18])(=O)=O.C(=O)([O-])[O-].[Cs+].[Cs+]. Product: [F:18][CH:17]([F:19])[CH2:16][N:2]1[C:3]([C:6]([O:8][CH3:9])=[O:7])=[CH:4][CH:5]=[N:1]1. The catalyst class is: 210. (2) Reactant: O.NN.[Cl:4][C:5]1[CH:10]=[CH:9][C:8]([CH:11]([NH:25][C:26]([C:28]2([NH:43][C:44](=[O:50])[O:45][C:46]([CH3:49])([CH3:48])[CH3:47])[CH2:33][CH2:32][N:31]([C:34]3[C:35]4[CH:42]=[CH:41][NH:40][C:36]=4[N:37]=[CH:38][N:39]=3)[CH2:30][CH2:29]2)=[O:27])[CH2:12][CH2:13][N:14]2C(=O)C3C(=CC=CC=3)C2=O)=[CH:7][CH:6]=1. Product: [NH2:14][CH2:13][CH2:12][CH:11]([NH:25][C:26]([C:28]1([NH:43][C:44](=[O:50])[O:45][C:46]([CH3:48])([CH3:47])[CH3:49])[CH2:29][CH2:30][N:31]([C:34]2[C:35]3[CH:42]=[CH:41][NH:40][C:36]=3[N:37]=[CH:38][N:39]=2)[CH2:32][CH2:33]1)=[O:27])[C:8]1[CH:7]=[CH:6][C:5]([Cl:4])=[CH:10][CH:9]=1. The catalyst class is: 8. (3) Reactant: [C:1]([Si:3]([CH3:6])([CH3:5])[CH3:4])#[CH:2].[CH3:7][O:8][C:9]([C@H:11]1[CH2:16][CH2:15][C@H:14]([CH2:17][N:18]2[C:22]3[CH:23]=[C:24](Br)[CH:25]=[CH:26][C:21]=3[N:20]([CH3:28])[C:19]2=[O:29])[CH2:13][CH2:12]1)=[O:10]. Product: [CH3:7][O:8][C:9]([C@H:11]1[CH2:12][CH2:13][C@H:14]([CH2:17][N:18]2[C:22]3[CH:23]=[C:24]([C:2]#[C:1][Si:3]([CH3:6])([CH3:5])[CH3:4])[CH:25]=[CH:26][C:21]=3[N:20]([CH3:28])[C:19]2=[O:29])[CH2:15][CH2:16]1)=[O:10]. The catalyst class is: 724. (4) Reactant: Br[C:2]1[CH:10]=[CH:9][C:5]([C:6]([OH:8])=[O:7])=[C:4]([O:11][C:12]([F:15])([F:14])[F:13])[CH:3]=1.[CH:16]([B-](F)(F)F)=[CH2:17].[K+].C([O-])([O-])=O.[K+].[K+]. Product: [F:13][C:12]([F:15])([F:14])[O:11][C:4]1[CH:3]=[C:2]([CH:16]=[CH2:17])[CH:10]=[CH:9][C:5]=1[C:6]([OH:8])=[O:7]. The catalyst class is: 16. (5) Reactant: O=P(Cl)(Cl)[Cl:3].[Cl:6][C:7]1[CH:8]=[C:9]2[C:14](=[CH:15][CH:16]=1)[NH:13][C:12](=O)[C:11]([C:18]#[N:19])=[C:10]2[C:20]1[CH:25]=[CH:24][CH:23]=[CH:22][CH:21]=1. Product: [Cl:3][C:12]1[C:11]([C:18]#[N:19])=[C:10]([C:20]2[CH:25]=[CH:24][CH:23]=[CH:22][CH:21]=2)[C:9]2[C:14](=[CH:15][CH:16]=[C:7]([Cl:6])[CH:8]=2)[N:13]=1. The catalyst class is: 6. (6) The catalyst class is: 7. Product: [OH:11][CH2:10][CH2:9][CH:7]1[CH2:8][C:6]1([NH:5][C:3](=[O:4])[O:2][CH3:1])[C:15]1[CH:20]=[CH:19][CH:18]=[C:17]([N+:21]([O-:23])=[O:22])[CH:16]=1. Reactant: [CH3:1][O:2][C:3]([NH:5][C:6]1([C:15]2[CH:20]=[CH:19][CH:18]=[C:17]([N+:21]([O-:23])=[O:22])[CH:16]=2)[CH2:8][CH:7]1[CH2:9][C:10](OCC)=[O:11])=[O:4].[BH4-].[Li+].[NH4+].[Cl-]. (7) Reactant: [Br:1][CH2:2][CH2:3][CH2:4][CH2:5]/[CH:6]=[CH:7]\[CH:8]=[CH:9]/[CH2:10][CH2:11][CH2:12][CH2:13]Br.[N:15]1[CH:20]=[CH:19][C:18]([CH3:21])=[C:17]([CH3:22])[CH:16]=1. Product: [Br-:1].[Br-:1].[CH2:2]([N+:15]1[CH:20]=[CH:19][C:18]([CH3:21])=[C:17]([CH3:22])[CH:16]=1)[CH2:3][CH2:4][CH2:5]/[CH:6]=[CH:7]\[CH:8]=[CH:9]/[CH2:10][CH2:11][CH2:12][CH2:13][N+:15]1[CH:20]=[CH:19][C:18]([CH3:21])=[C:17]([CH3:22])[CH:16]=1. The catalyst class is: 10.